The task is: Predict which catalyst facilitates the given reaction.. This data is from Catalyst prediction with 721,799 reactions and 888 catalyst types from USPTO. (1) Reactant: [CH2:1]([P:12](=[O:21])([O:17][CH2:18][CH:19]=[CH2:20])[O:13][CH2:14][CH:15]=[CH2:16])[P:2](=[O:11])([O:7][CH2:8][CH:9]=[CH2:10])[O:3][CH2:4][CH:5]=[CH2:6].[H-].[Na+].[N+:24]([C:27]1[CH:34]=[CH:33][C:30]([CH2:31]Br)=[CH:29][CH:28]=1)([O-:26])=[O:25].[NH4+].[Cl-]. Product: [N+:24]([C:27]1[CH:34]=[CH:33][C:30]([CH2:31][CH:1]([P:2](=[O:11])([O:7][CH2:8][CH:9]=[CH2:10])[O:3][CH2:4][CH:5]=[CH2:6])[P:12](=[O:21])([O:13][CH2:14][CH:15]=[CH2:16])[O:17][CH2:18][CH:19]=[CH2:20])=[CH:29][CH:28]=1)([O-:26])=[O:25]. The catalyst class is: 827. (2) Reactant: [H-].[Na+].[CH3:3][O:4][C:5]1[CH:19]=[CH:18][C:8]([CH2:9]P(=O)(OCC)OCC)=[C:7]([CH3:20])[CH:6]=1.[F:21][C:22]1[CH:23]=[CH:24][C:25]([CH:48]=O)=[C:26]([C:28]2[N:33]=[C:32]([N:34]3[C:38]([C:39]([F:42])([F:41])[F:40])=[C:37]([C:43]([O:45][CH2:46][CH3:47])=[O:44])[CH:36]=[N:35]3)[CH:31]=[CH:30][CH:29]=2)[CH:27]=1. Product: [F:21][C:22]1[CH:23]=[CH:24][C:25](/[CH:48]=[CH:9]/[C:8]2[CH:18]=[CH:19][C:5]([O:4][CH3:3])=[CH:6][C:7]=2[CH3:20])=[C:26]([C:28]2[N:33]=[C:32]([N:34]3[C:38]([C:39]([F:42])([F:41])[F:40])=[C:37]([C:43]([O:45][CH2:46][CH3:47])=[O:44])[CH:36]=[N:35]3)[CH:31]=[CH:30][CH:29]=2)[CH:27]=1. The catalyst class is: 30.